Task: Regression/Classification. Given a drug SMILES string, predict its toxicity properties. Task type varies by dataset: regression for continuous values (e.g., LD50, hERG inhibition percentage) or binary classification for toxic/non-toxic outcomes (e.g., AMES mutagenicity, cardiotoxicity, hepatotoxicity). Dataset: ld50_zhu.. Dataset: Acute oral toxicity (LD50) regression data from Zhu et al. (1) The drug is CC=C1CC(C)C(O)(CO)C(=O)OCC2=CC[N+]3([O-])CCC(OC1=O)C23. The rat oral LD50 is 3.88, given as -log10 of the dose in mol/kg body weight (higher means more acutely toxic). (2) The rat oral LD50 is 2.13, given as -log10 of the dose in mol/kg body weight (higher means more acutely toxic). The drug is O=C(O)Cc1c(Cl)ccc(Cl)c1Cl. (3) The rat oral LD50 is 1.68, given as -log10 of the dose in mol/kg body weight (higher means more acutely toxic). The molecule is CC(=O)C=Cc1ccc2c(c1)OCO2. (4) The compound is CCO[Si](CCl)(OCC)OCC. The rat oral LD50 is 1.95, given as -log10 of the dose in mol/kg body weight (higher means more acutely toxic). (5) The drug is CCOP(=O)(Cc1ccc(-c2nc3ccccc3s2)cc1)OCC. The rat oral LD50 is 2.37, given as -log10 of the dose in mol/kg body weight (higher means more acutely toxic).